Dataset: Full USPTO retrosynthesis dataset with 1.9M reactions from patents (1976-2016). Task: Predict the reactants needed to synthesize the given product. (1) Given the product [CH2:1]([N:8]1[CH2:12][CH2:11][C@@H:10]([NH:13][C:28](=[O:29])[C:27]2[CH:31]=[C:32]([C:34]([F:35])([F:36])[F:37])[CH:33]=[C:25]([C:24]([F:23])([F:38])[F:39])[CH:26]=2)[CH2:9]1)[C:2]1[CH:3]=[CH:4][CH:5]=[CH:6][CH:7]=1, predict the reactants needed to synthesize it. The reactants are: [CH2:1]([N:8]1[CH2:12][CH2:11][C@@H:10]([NH2:13])[CH2:9]1)[C:2]1[CH:7]=[CH:6][CH:5]=[CH:4][CH:3]=1.CCN(C(C)C)C(C)C.[F:23][C:24]([F:39])([F:38])[C:25]1[CH:26]=[C:27]([CH:31]=[C:32]([C:34]([F:37])([F:36])[F:35])[CH:33]=1)[C:28](Cl)=[O:29].C([O-])(O)=O.[Na+]. (2) Given the product [Br:9][C:2]1[S:1][CH:5]=[CH:4][C:3]=1[CH2:6][C:7]#[N:8], predict the reactants needed to synthesize it. The reactants are: [S:1]1[CH:5]=[CH:4][C:3]([CH2:6][C:7]#[N:8])=[CH:2]1.[Br:9]N1C(=O)CCC1=O. (3) Given the product [Si:17]([O:1][CH:2]1[CH2:3][N:4]([C:6]([O:8][C:9]([CH3:12])([CH3:11])[CH3:10])=[O:7])[CH2:5]1)([C:14]([CH3:16])([CH3:15])[CH3:13])([CH3:19])[CH3:18], predict the reactants needed to synthesize it. The reactants are: [OH:1][CH:2]1[CH2:5][N:4]([C:6]([O:8][C:9]([CH3:12])([CH3:11])[CH3:10])=[O:7])[CH2:3]1.[CH3:13][C:14]([Si:17](Cl)([CH3:19])[CH3:18])([CH3:16])[CH3:15]. (4) Given the product [F:1][C:2]([F:15])([F:16])[O:3][C:4]1[CH:5]=[CH:6][C:7]([C:10]2([C:13]([NH2:14])=[O:17])[CH2:11][CH2:12]2)=[CH:8][CH:9]=1, predict the reactants needed to synthesize it. The reactants are: [F:1][C:2]([F:16])([F:15])[O:3][C:4]1[CH:9]=[CH:8][C:7]([C:10]2([C:13]#[N:14])[CH2:12][CH2:11]2)=[CH:6][CH:5]=1.[OH-:17].[Na+].OO.